From a dataset of Full USPTO retrosynthesis dataset with 1.9M reactions from patents (1976-2016). Predict the reactants needed to synthesize the given product. Given the product [Cl:1][C:2]1[N:7]2[N:10]=[C:9]([C:12]3[CH:17]=[CH:16][N:15]=[CH:14][CH:13]=3)[CH:8]=[C:6]2[CH:5]=[CH:4][CH:3]=1, predict the reactants needed to synthesize it. The reactants are: [Cl:1][C:2]1[N:7]=[C:6]([CH2:8][C:9]([C:12]2[CH:17]=[CH:16][N:15]=[CH:14][CH:13]=2)=[N:10]O)[CH:5]=[CH:4][CH:3]=1.FC(F)(F)C(OC(=O)C(F)(F)F)=O.C(N(CC)CC)C.O.